Task: Predict which catalyst facilitates the given reaction.. Dataset: Catalyst prediction with 721,799 reactions and 888 catalyst types from USPTO (1) Reactant: C[O:2][C:3](=[O:40])[C@@H:4]([NH:8][S:9]([C:12]1[CH:17]=[CH:16][C:15]([C:18]2[CH:23]=[CH:22][C:21]([NH:24][C:25]([C:27]3[O:28][C:29]4[CH:36]=[CH:35][C:34]([Br:37])=[C:33]([O:38][CH3:39])[C:30]=4[C:31]=3[CH3:32])=[O:26])=[CH:20][CH:19]=2)=[CH:14][CH:13]=1)(=[O:11])=[O:10])[CH:5]([CH3:7])[CH3:6].[Li+].[OH-]. Product: [Br:37][C:34]1[CH:35]=[CH:36][C:29]2[O:28][C:27]([C:25]([NH:24][C:21]3[CH:20]=[CH:19][C:18]([C:15]4[CH:14]=[CH:13][C:12]([S:9]([NH:8][C@@H:4]([CH:5]([CH3:6])[CH3:7])[C:3]([OH:40])=[O:2])(=[O:10])=[O:11])=[CH:17][CH:16]=4)=[CH:23][CH:22]=3)=[O:26])=[C:31]([CH3:32])[C:30]=2[C:33]=1[O:38][CH3:39]. The catalyst class is: 1. (2) Reactant: [OH:1][CH:2]([CH2:39][OH:40])[CH2:3][O:4][C:5]1[CH:10]=[CH:9][C:8]([C:11]2[C:12]3[CH:19]=[C:18]([CH2:20][O:21][C:22]4[CH:27]=[CH:26][C:25]([C@@H:28]([C:35]#[C:36][CH3:37])[CH2:29][C:30]([O:32]CC)=[O:31])=[CH:24][CH:23]=4)[CH:17]=[CH:16][C:13]=3[S:14][CH:15]=2)=[C:7]([CH3:38])[CH:6]=1.[Li+].[OH-].Cl. Product: [OH:1][CH:2]([CH2:39][OH:40])[CH2:3][O:4][C:5]1[CH:10]=[CH:9][C:8]([C:11]2[C:12]3[CH:19]=[C:18]([CH2:20][O:21][C:22]4[CH:27]=[CH:26][C:25]([C@@H:28]([C:35]#[C:36][CH3:37])[CH2:29][C:30]([OH:32])=[O:31])=[CH:24][CH:23]=4)[CH:17]=[CH:16][C:13]=3[S:14][CH:15]=2)=[C:7]([CH3:38])[CH:6]=1. The catalyst class is: 14.